From a dataset of Full USPTO retrosynthesis dataset with 1.9M reactions from patents (1976-2016). Predict the reactants needed to synthesize the given product. (1) Given the product [O:3]=[C:4]([NH:10][C:11]1[CH:16]=[CH:15][CH:14]=[C:13]([C:17]([F:18])([F:19])[F:20])[CH:12]=1)[C:5]([OH:7])=[O:6], predict the reactants needed to synthesize it. The reactants are: [OH-].[Na+].[O:3]=[C:4]([NH:10][C:11]1[CH:16]=[CH:15][CH:14]=[C:13]([C:17]([F:20])([F:19])[F:18])[CH:12]=1)[C:5]([O:7]CC)=[O:6]. (2) Given the product [OH:13][C:5]1[C:4](/[CH:1]=[CH:2]/[CH3:3])=[CH:9][CH:8]=[CH:7][C:6]=1[C:10](=[O:12])[CH3:11], predict the reactants needed to synthesize it. The reactants are: [CH2:1]([C:4]1[C:5]([OH:13])=[C:6]([C:10](=[O:12])[CH3:11])[CH:7]=[CH:8][CH:9]=1)[CH:2]=[CH2:3]. (3) Given the product [CH3:29][O:28][C:26]([C:25]1[CH:30]=[CH:31][C:22]([O:21][CH2:2][C:3]2[N:4]=[C:5]([N:8]3[CH2:13][CH2:12][N:11]([C:14]([O:16][C:17]([CH3:20])([CH3:19])[CH3:18])=[O:15])[CH2:10][CH2:9]3)[S:6][CH:7]=2)=[CH:23][CH:24]=1)=[O:27], predict the reactants needed to synthesize it. The reactants are: Cl[CH2:2][C:3]1[N:4]=[C:5]([N:8]2[CH2:13][CH2:12][N:11]([C:14]([O:16][C:17]([CH3:20])([CH3:19])[CH3:18])=[O:15])[CH2:10][CH2:9]2)[S:6][CH:7]=1.[OH:21][C:22]1[CH:31]=[CH:30][C:25]([C:26]([O:28][CH3:29])=[O:27])=[CH:24][CH:23]=1.C(=O)([O-])[O-].[K+].[K+]. (4) Given the product [C:1]([CH2:4][CH2:5][CH2:6][N:7]([CH3:68])[C@H:8]([C:12]([NH:14][C@H:15]([C:19]([N:21]([C@@H:23]([C@@H:64]([CH3:67])[CH2:65][CH3:66])[C@H:24]([O:62][CH3:63])[CH2:25][C:26]([N:28]1[CH2:32][CH2:31][CH2:30][C@H:29]1[C@H:33]([O:60][CH3:61])[C@@H:34]([CH3:59])[C:35]([NH:37][C@@H:38]([CH2:52][C:53]1[CH:58]=[CH:57][CH:56]=[CH:55][CH:54]=1)[CH2:39][O:40][CH2:41][C:42]1[CH:43]=[CH:44][C:45]([C:48]([OH:50])=[O:49])=[CH:46][CH:47]=1)=[O:36])=[O:27])[CH3:22])=[O:20])[CH:16]([CH3:18])[CH3:17])=[O:13])[CH:9]([CH3:11])[CH3:10])([OH:3])=[O:2], predict the reactants needed to synthesize it. The reactants are: [C:1]([CH2:4][CH2:5][CH2:6][N:7]([CH3:68])[C@H:8]([C:12]([NH:14][C@H:15]([C:19]([N:21]([C@@H:23]([C@@H:64]([CH3:67])[CH2:65][CH3:66])[C@H:24]([O:62][CH3:63])[CH2:25][C:26]([N:28]1[CH2:32][CH2:31][CH2:30][C@H:29]1[C@H:33]([O:60][CH3:61])[C@@H:34]([CH3:59])[C:35]([NH:37][C@@H:38]([CH2:52][C:53]1[CH:58]=[CH:57][CH:56]=[CH:55][CH:54]=1)[CH2:39][O:40][CH2:41][C:42]1[CH:47]=[CH:46][C:45]([C:48]([O:50]C)=[O:49])=[CH:44][CH:43]=1)=[O:36])=[O:27])[CH3:22])=[O:20])[CH:16]([CH3:18])[CH3:17])=[O:13])[CH:9]([CH3:11])[CH3:10])([OH:3])=[O:2].[OH-].[Li+].Cl. (5) Given the product [CH3:25][C:26]1[N:27]([C:2]2[CH:7]=[CH:6][C:5]([C:8]3[O:9][C:10]([C:13]4[C:14]([C:19]5[CH:24]=[CH:23][CH:22]=[CH:21][CH:20]=5)=[N:15][O:16][C:17]=4[CH3:18])=[N:11][N:12]=3)=[CH:4][CH:3]=2)[CH:28]=[CH:29][N:30]=1, predict the reactants needed to synthesize it. The reactants are: F[C:2]1[CH:7]=[CH:6][C:5]([C:8]2[O:9][C:10]([C:13]3[C:14]([C:19]4[CH:24]=[CH:23][CH:22]=[CH:21][CH:20]=4)=[N:15][O:16][C:17]=3[CH3:18])=[N:11][N:12]=2)=[CH:4][CH:3]=1.[CH3:25][C:26]1[NH:27][CH:28]=[CH:29][N:30]=1. (6) The reactants are: [Cl:1][C:2]1[CH:3]=[C:4]([C:10](=[O:12])[CH3:11])[CH:5]=[CH:6][C:7]=1[O:8][CH3:9].[Br:13]Br. Given the product [Br:13][CH2:11][C:10]([C:4]1[CH:5]=[CH:6][C:7]([O:8][CH3:9])=[C:2]([Cl:1])[CH:3]=1)=[O:12], predict the reactants needed to synthesize it. (7) Given the product [CH:4]([OH:6])=[O:5].[CH3:50][O:49][C:46]1[N:45]=[CH:44][C:43]([C:39]2[CH:40]=[C:41]([NH:42][C:4](=[O:6])[CH:3]([CH3:2])[CH2:7][CH2:8][N:9]3[CH2:14][CH2:13][CH2:12][CH2:11][CH2:10]3)[NH:37][N:38]=2)=[CH:48][CH:47]=1, predict the reactants needed to synthesize it. The reactants are: Cl.[CH3:2][CH:3]([CH2:7][CH2:8][N:9]1[CH2:14][CH2:13][CH2:12][CH2:11][CH2:10]1)[C:4]([OH:6])=[O:5].C(N(C(C)C)C(C)C)C.C(Cl)(=O)C(Cl)=O.C(OC([N:37]1[C:41]([NH2:42])=[CH:40][C:39]([C:43]2[CH:44]=[N:45][C:46]([O:49][CH3:50])=[CH:47][CH:48]=2)=[N:38]1)=O)(C)(C)C.FC(F)(F)C(O)=O. (8) Given the product [Cl:1][C:2]1[CH:3]=[CH:4][C:5]([N:8]2[C:12]([C:13]3[CH:18]=[CH:17][C:16]([Cl:19])=[CH:15][CH:14]=3)=[CH:11][C:10]([C:20]([OH:22])=[O:21])=[C:9]2[CH3:25])=[CH:6][CH:7]=1, predict the reactants needed to synthesize it. The reactants are: [Cl:1][C:2]1[CH:7]=[CH:6][C:5]([N:8]2[C:12]([C:13]3[CH:18]=[CH:17][C:16]([Cl:19])=[CH:15][CH:14]=3)=[CH:11][C:10]([C:20]([O:22]CC)=[O:21])=[C:9]2[CH3:25])=[CH:4][CH:3]=1.[OH-].[Na+].Cl.